The task is: Predict the product of the given reaction.. This data is from Forward reaction prediction with 1.9M reactions from USPTO patents (1976-2016). (1) Given the reactants [CH:1]([N:4]1[C:8]2[CH:9]=[CH:10][CH:11]=[CH:12][C:7]=2[NH:6][C:5]1=[O:13])([CH3:3])[CH3:2].[N+](C1C=C[C:20]([O:23]C(Cl)=O)=CC=1)([O-])=O.CCN(CC)CC.CC1C=CC(S(O)(=O)=O)=CC=1.[NH2:45][CH2:46][CH:47]1[CH2:52][CH2:51][N:50]([CH2:53][C:54]2([C:59]([OH:61])=[O:60])[CH2:58][CH2:57][CH2:56][CH2:55]2)[CH2:49][CH2:48]1, predict the reaction product. The product is: [CH:1]([N:4]1[C:8]2[CH:9]=[CH:10][CH:11]=[CH:12][C:7]=2[N:6]([C:20]([NH:45][CH2:46][CH:47]2[CH2:52][CH2:51][N:50]([CH2:53][C:54]3([C:59]([OH:61])=[O:60])[CH2:58][CH2:57][CH2:56][CH2:55]3)[CH2:49][CH2:48]2)=[O:23])[C:5]1=[O:13])([CH3:3])[CH3:2]. (2) Given the reactants [CH2:1]([O:3][C:4](=[O:22])[CH2:5][CH:6]([N:10]1[C:18]2[C:13](=[CH:14][C:15]([N+:19]([O-])=O)=[CH:16][CH:17]=2)[CH:12]=[CH:11]1)[CH2:7][CH2:8][CH3:9])[CH3:2].[H][H], predict the reaction product. The product is: [CH2:1]([O:3][C:4](=[O:22])[CH2:5][CH:6]([N:10]1[C:18]2[C:13](=[CH:14][C:15]([NH2:19])=[CH:16][CH:17]=2)[CH:12]=[CH:11]1)[CH2:7][CH2:8][CH3:9])[CH3:2]. (3) Given the reactants [Cl:1][C:2]1[CH:7]=[CH:6][C:5]([CH:8]2[CH2:13][C:12](=[O:14])[N:11]([CH3:15])[C:10]([CH3:16])=[C:9]2[C:17]([OH:19])=O)=[CH:4][CH:3]=1.[NH:20]1[C:28]2[C:23](=[CH:24][C:25]([NH2:29])=[CH:26][CH:27]=2)[CH:22]=[N:21]1.C(Cl)CCl.CCN(CC)CC, predict the reaction product. The product is: [Cl:1][C:2]1[CH:3]=[CH:4][C:5]([CH:8]2[CH2:13][C:12](=[O:14])[N:11]([CH3:15])[C:10]([CH3:16])=[C:9]2[C:17]([NH:29][C:25]2[CH:24]=[C:23]3[C:28](=[CH:27][CH:26]=2)[NH:20][N:21]=[CH:22]3)=[O:19])=[CH:6][CH:7]=1. (4) Given the reactants [CH3:1][O:2][C:3]1[CH:12]=[C:11]2[C:6]([CH:7]=[CH:8][C:9](=O)[NH:10]2)=[CH:5][CH:4]=1.P(Cl)(Cl)([Cl:16])=O.C(N(C(C)C)CC)(C)C, predict the reaction product. The product is: [Cl:16][C:9]1[CH:8]=[CH:7][C:6]2[C:11](=[CH:12][C:3]([O:2][CH3:1])=[CH:4][CH:5]=2)[N:10]=1. (5) Given the reactants C[O:2][C:3](=[O:43])[C:4]1[CH:9]=[CH:8][C:7]([CH2:10][NH:11][C:12]([C@H:14]2[C@H:18]([C:19]3[CH:24]=[CH:23][CH:22]=[C:21]([Cl:25])[C:20]=3[F:26])[C@:17]([C:29]3[CH:34]=[CH:33][C:32]([Cl:35])=[CH:31][C:30]=3[F:36])([C:27]#[N:28])[C@H:16]([CH2:37][C:38]([CH3:41])([CH3:40])[CH3:39])[NH:15]2)=[O:13])=[CH:6][C:5]=1[F:42].O.[OH-].[Li+], predict the reaction product. The product is: [Cl:35][C:32]1[CH:33]=[CH:34][C:29]([C@@:17]2([C:27]#[N:28])[C@H:16]([CH2:37][C:38]([CH3:40])([CH3:41])[CH3:39])[NH:15][C@@H:14]([C:12]([NH:11][CH2:10][C:7]3[CH:8]=[CH:9][C:4]([C:3]([OH:43])=[O:2])=[C:5]([F:42])[CH:6]=3)=[O:13])[C@@H:18]2[C:19]2[CH:24]=[CH:23][CH:22]=[C:21]([Cl:25])[C:20]=2[F:26])=[C:30]([F:36])[CH:31]=1. (6) Given the reactants S(Cl)(Cl)=O.[Cl:5][C:6]1[C:14]2[N:13]=[C:12]3[N:15]([C:19]4[C:20]([CH3:28])=[N:21][C:22]([O:26][CH3:27])=[N:23][C:24]=4[CH3:25])[CH2:16][CH2:17][CH2:18][N:11]3[C:10]=2[C:9]([CH2:29]O)=[CH:8][CH:7]=1.[C-:31]#[N:32].[Na+].C(Cl)C1C=CC=CC=1, predict the reaction product. The product is: [Cl:5][C:6]1[C:14]2[N:13]=[C:12]3[N:15]([C:19]4[C:20]([CH3:28])=[N:21][C:22]([O:26][CH3:27])=[N:23][C:24]=4[CH3:25])[CH2:16][CH2:17][CH2:18][N:11]3[C:10]=2[C:9]([CH2:29][C:31]#[N:32])=[CH:8][CH:7]=1.